From a dataset of Full USPTO retrosynthesis dataset with 1.9M reactions from patents (1976-2016). Predict the reactants needed to synthesize the given product. (1) Given the product [CH3:13][C:14]1[C:18]([CH3:19])=[N:17][N:16]([C:2]2[C:3]([C:9]([O:11][CH3:12])=[O:10])=[N:4][C:5]([CH3:8])=[CH:6][CH:7]=2)[N:15]=1, predict the reactants needed to synthesize it. The reactants are: I[C:2]1[C:3]([C:9]([O:11][CH3:12])=[O:10])=[N:4][C:5]([CH3:8])=[CH:6][CH:7]=1.[CH3:13][C:14]1[N:15]=[N:16][NH:17][C:18]=1[CH3:19].CN[C@@H]1CCCC[C@H]1NC.C(=O)([O-])[O-].[Cs+].[Cs+].C[Si](C=[N+]=[N-])(C)C. (2) Given the product [CH3:12][N:14]1[CH2:23][CH2:22][C:21]2[C:16](=[CH:17][C:18]([NH2:24])=[CH:19][CH:20]=2)[CH2:15]1, predict the reactants needed to synthesize it. The reactants are: [H-].[Al+3].[Li+].[H-].[H-].[H-].C(O[C:12]([N:14]1[CH2:23][CH2:22][C:21]2[C:16](=[CH:17][C:18]([NH2:24])=[CH:19][CH:20]=2)[CH2:15]1)=O)(C)(C)C.O.O.O.O.C(C(C(C([O-])=O)O)O)([O-])=O.[Na+].[K+].O. (3) Given the product [CH3:1][N:2]1[CH:6]=[C:5]([C:7]2[CH:8]=[C:9]([C:13]3[N:14]=[CH:15][C:16]([C:19]4[CH:20]=[N:21][N:22]([CH2:24][C:25]([N:28]5[CH2:33][CH2:32][CH2:31][CH2:30][CH2:29]5)=[O:26])[CH:23]=4)=[CH:17][N:18]=3)[CH:10]=[CH:11][CH:12]=2)[CH:4]=[N:3]1, predict the reactants needed to synthesize it. The reactants are: [CH3:1][N:2]1[CH:6]=[C:5]([C:7]2[CH:8]=[C:9]([C:13]3[N:18]=[CH:17][C:16]([C:19]4[CH:20]=[N:21][N:22]([CH2:24][C:25](O)=[O:26])[CH:23]=4)=[CH:15][N:14]=3)[CH:10]=[CH:11][CH:12]=2)[CH:4]=[N:3]1.[NH:28]1[CH2:33][CH2:32][CH2:31][CH2:30][CH2:29]1.CN(C(ON1N=NC2C=CC=NC1=2)=[N+](C)C)C.F[P-](F)(F)(F)(F)F.CCN(C(C)C)C(C)C.